This data is from Peptide-MHC class II binding affinity with 134,281 pairs from IEDB. The task is: Regression. Given a peptide amino acid sequence and an MHC pseudo amino acid sequence, predict their binding affinity value. This is MHC class II binding data. The peptide sequence is MAFQEMENFLGPIAV. The MHC is HLA-DQA10501-DQB10402 with pseudo-sequence HLA-DQA10501-DQB10402. The binding affinity (normalized) is 0.